The task is: Regression. Given a peptide amino acid sequence and an MHC pseudo amino acid sequence, predict their binding affinity value. This is MHC class I binding data.. This data is from Peptide-MHC class I binding affinity with 185,985 pairs from IEDB/IMGT. (1) The peptide sequence is LPRRLQLLF. The MHC is HLA-B51:01 with pseudo-sequence HLA-B51:01. The binding affinity (normalized) is 0.272. (2) The peptide sequence is RQLPTAFEF. The MHC is Mamu-B52 with pseudo-sequence Mamu-B52. The binding affinity (normalized) is 0.788. (3) The peptide sequence is KPTTFMLKY. The MHC is HLA-B35:01 with pseudo-sequence HLA-B35:01. The binding affinity (normalized) is 0.656. (4) The peptide sequence is WQVVNWDFV. The MHC is H-2-Db with pseudo-sequence H-2-Db. The binding affinity (normalized) is 0.835. (5) The MHC is HLA-A33:01 with pseudo-sequence HLA-A33:01. The binding affinity (normalized) is 0.0623. The peptide sequence is KQYDSTDFK. (6) The peptide sequence is KMFNRASYF. The MHC is HLA-C14:02 with pseudo-sequence HLA-C14:02. The binding affinity (normalized) is 0.872. (7) The peptide sequence is SSDDFALIV. The MHC is HLA-A30:01 with pseudo-sequence HLA-A30:01. The binding affinity (normalized) is 0.0847.